From a dataset of Catalyst prediction with 721,799 reactions and 888 catalyst types from USPTO. Predict which catalyst facilitates the given reaction. Reactant: [C:1]1([C:7]2[N:8]([CH2:25][O:26][CH2:27][CH2:28][Si:29]([CH3:32])([CH3:31])[CH3:30])[C:9]([C:18]3[CH:19]=[C:20]([CH:22]=[CH:23][CH:24]=3)[NH2:21])=[C:10]([C:12]3[CH:17]=[CH:16][N:15]=[CH:14][CH:13]=3)[N:11]=2)[CH:6]=[CH:5][CH:4]=[CH:3][CH:2]=1.C(N(C(C)C)CC)(C)C.C1COCC1.[CH3:47][S:48](Cl)(=[O:50])=[O:49]. Product: [C:1]1([C:7]2[N:8]([CH2:25][O:26][CH2:27][CH2:28][Si:29]([CH3:32])([CH3:31])[CH3:30])[C:9]([C:18]3[CH:19]=[C:20]([NH:21][S:48]([CH3:47])(=[O:50])=[O:49])[CH:22]=[CH:23][CH:24]=3)=[C:10]([C:12]3[CH:13]=[CH:14][N:15]=[CH:16][CH:17]=3)[N:11]=2)[CH:2]=[CH:3][CH:4]=[CH:5][CH:6]=1. The catalyst class is: 170.